This data is from Reaction yield outcomes from USPTO patents with 853,638 reactions. The task is: Predict the reaction yield, written as a fraction of the theoretical maximum amount of product (1.0 means a 100% yield; for example, 0.34 means a 34% yield). (1) The reactants are [CH2:1]([NH2:8])[C:2]1[CH:7]=[CH:6][CH:5]=[CH:4][CH:3]=1.C([CH:11]([C:15](Cl)=[O:16])[C:12](Cl)=[O:13])C.C(N([CH2:23][CH3:24])CC)C.C(=O)(O)[O-:26].[Na+]. The catalyst is ClCCl. The product is [O:16]=[C:15]([NH:8][CH2:1][C:2]1[CH:7]=[CH:6][CH:5]=[CH:4][CH:3]=1)[CH2:11][C:12]([O:13][CH2:23][CH3:24])=[O:26]. The yield is 1.00. (2) The reactants are [CH3:1][O:2][C:3]1[CH:4]=[CH:5][CH:6]=[C:7]2[C:11]=1[CH:10]([N:12]1[C:17]3[N:18]=[C:19](S(C)=O)[N:20]=[CH:21][C:16]=3[CH:15]=[CH:14][C:13]1=[O:25])[CH2:9][CH2:8]2.[CH3:26][N:27]1[CH2:32][CH2:31][N:30]([C:33]2[CH:39]=[CH:38][C:36]([NH2:37])=[CH:35][CH:34]=2)[CH2:29][CH2:28]1. The catalyst is ClCCl. The product is [CH3:1][O:2][C:3]1[CH:4]=[CH:5][CH:6]=[C:7]2[C:11]=1[CH:10]([N:12]1[C:17]3[N:18]=[C:19]([NH:37][C:36]4[CH:35]=[CH:34][C:33]([N:30]5[CH2:29][CH2:28][N:27]([CH3:26])[CH2:32][CH2:31]5)=[CH:39][CH:38]=4)[N:20]=[CH:21][C:16]=3[CH:15]=[CH:14][C:13]1=[O:25])[CH2:9][CH2:8]2. The yield is 0.0860. (3) The reactants are Br[C:2]1[CH:11]=[C:10]([CH2:12][N:13]([C:15]([O:17][C:18]([CH3:21])([CH3:20])[CH3:19])=[O:16])[CH3:14])[CH:9]=[CH:8][C:3]=1[C:4]([O:6][CH3:7])=[O:5].C(P(C(C)(C)C)[C:27]1[CH:32]=CC=[CH:29][C:28]=1[C:27]1[CH:32]=CC=[CH:29][CH:28]=1)(C)(C)C.[Br-].C([Zn+])CCC. The catalyst is C1COCC1.C([O-])(=O)C.[Pd+2].C([O-])(=O)C. The product is [CH2:32]([C:2]1[CH:11]=[C:10]([CH2:12][N:13]([C:15]([O:17][C:18]([CH3:21])([CH3:20])[CH3:19])=[O:16])[CH3:14])[CH:9]=[CH:8][C:3]=1[C:4]([O:6][CH3:7])=[O:5])[CH2:27][CH2:28][CH3:29]. The yield is 0.580. (4) The reactants are C(=O)([O-])[O-].[K+].[K+].[CH2:7]([SH:10])[CH2:8][CH3:9].CN1CCCC1=O.F[C:19]1[CH:24]=[CH:23][C:22]([F:25])=[CH:21][C:20]=1[N+:26]([O-:28])=[O:27]. The catalyst is O. The product is [F:25][C:22]1[CH:23]=[CH:24][C:19]([S:10][CH2:7][CH2:8][CH3:9])=[C:20]([N+:26]([O-:28])=[O:27])[CH:21]=1. The yield is 0.990. (5) The reactants are [CH2:1]([S-:4])[CH2:2][CH3:3].[Na+].[Br:6][C:7]1[CH:12]=[C:11]([F:13])[CH:10]=[C:9](F)[CH:8]=1.O. The catalyst is CN(C=O)C. The product is [Br:6][C:7]1[CH:8]=[C:9]([S:4][CH2:1][CH2:2][CH3:3])[CH:10]=[C:11]([F:13])[CH:12]=1. The yield is 0.900. (6) The reactants are N[C:2]1[CH:14]=[CH:13][C:5]([C:6]([O:8][C:9]([CH3:12])([CH3:11])[CH3:10])=[O:7])=[C:4]([F:15])[C:3]=1C=NO.[C:19](OCC)(=[O:21])C. The catalyst is C(O)C.C(O)(=O)C.[Ni]. The product is [F:15][C:4]1[CH:3]=[C:2]([CH:19]=[O:21])[CH:14]=[CH:13][C:5]=1[C:6]([O:8][C:9]([CH3:10])([CH3:11])[CH3:12])=[O:7]. The yield is 0.560.